From a dataset of Full USPTO retrosynthesis dataset with 1.9M reactions from patents (1976-2016). Predict the reactants needed to synthesize the given product. (1) Given the product [F:25][C:24]([F:27])([F:26])[C:20]([OH:35])=[O:29].[CH:30]1([O:28][CH:16]([C:13]2[CH:14]=[CH:15][C:10]([S:9][CH:6]3[CH2:8][CH2:7]3)=[CH:11][CH:12]=2)[C:17]2[NH:22][C:21](=[O:23])[C:20]([C:24]([F:25])([F:27])[F:26])=[CH:19][CH:18]=2)[CH2:34][CH2:33][CH2:32][CH2:31]1, predict the reactants needed to synthesize it. The reactants are: CS(O)(=O)=O.[CH:6]1([S:9][C:10]2[CH:15]=[CH:14][C:13]([CH:16]([OH:28])[C:17]3[NH:22][C:21](=[O:23])[C:20]([C:24]([F:27])([F:26])[F:25])=[CH:19][CH:18]=3)=[CH:12][CH:11]=2)[CH2:8][CH2:7]1.[OH2:29].[CH:30]1([OH:35])[CH2:34][CH2:33][CH2:32][CH2:31]1. (2) Given the product [Br:2][C:3]1[CH:8]=[C:7]2[C:14]3([CH2:15][CH2:16][S:11][CH2:12][CH2:13]3)[CH:17]=[N:9][C:6]2=[CH:5][CH:4]=1, predict the reactants needed to synthesize it. The reactants are: Cl.[Br:2][C:3]1[CH:8]=[CH:7][C:6]([NH:9]N)=[CH:5][CH:4]=1.[S:11]1[CH2:16][CH2:15][CH:14]([CH:17]=O)[CH2:13][CH2:12]1.COC=C1CCSCC1.FC(F)(F)C(O)=O.N. (3) Given the product [CH3:19][O:20][C:21](=[O:38])[C@@H:22]([NH:30][C:31]([O:33][C:34]([CH3:36])([CH3:35])[CH3:37])=[O:32])[C:23]1[CH:28]=[CH:27][C:26]([O:17][CH2:16][CH2:15][C@H:14]([CH:11]2[CH2:12][CH2:13][N:8]([C:5]3[N:6]=[CH:7][C:2]([Cl:1])=[CH:3][N:4]=3)[CH2:9][CH2:10]2)[CH3:18])=[CH:25][CH:24]=1, predict the reactants needed to synthesize it. The reactants are: [Cl:1][C:2]1[CH:3]=[N:4][C:5]([N:8]2[CH2:13][CH2:12][CH:11]([C@H:14]([CH3:18])[CH2:15][CH2:16][OH:17])[CH2:10][CH2:9]2)=[N:6][CH:7]=1.[CH3:19][O:20][C:21](=[O:38])[C@@H:22]([NH:30][C:31]([O:33][C:34]([CH3:37])([CH3:36])[CH3:35])=[O:32])[C:23]1[CH:28]=[CH:27][C:26](O)=[CH:25][CH:24]=1. (4) Given the product [N+:1]([C:12]1[CH:13]=[CH:14][C:9]([C:5]([CH3:7])([CH3:6])[CH3:8])=[CH:10][C:11]=1[OH:15])([O-:4])=[O:2], predict the reactants needed to synthesize it. The reactants are: [N+:1]([O-:4])(O)=[O:2].[C:5]([C:9]1[CH:10]=[C:11]([OH:15])[CH:12]=[CH:13][CH:14]=1)([CH3:8])([CH3:7])[CH3:6]. (5) Given the product [NH2:1][C:2]1[N:7]=[CH:6][N:5]=[C:4]2[N:8]([C@H:20]([C:22]3[O:23][C:24]4[C:29]([C:30](=[O:39])[C:31]=3[C:32]3[CH:37]=[CH:36][CH:35]=[C:34]([F:38])[CH:33]=3)=[C:28]([F:40])[CH:27]=[CH:26][CH:25]=4)[CH3:21])[N:9]=[C:10]([C:11]3[CH:16]=[CH:15][C:14]([O:17][CH3:18])=[C:13]([NH:19][S:48]([CH3:47])(=[O:50])=[O:49])[CH:12]=3)[C:3]=12, predict the reactants needed to synthesize it. The reactants are: [NH2:1][C:2]1[N:7]=[CH:6][N:5]=[C:4]2[N:8]([C@H:20]([C:22]3[O:23][C:24]4[C:29]([C:30](=[O:39])[C:31]=3[C:32]3[CH:37]=[CH:36][CH:35]=[C:34]([F:38])[CH:33]=3)=[C:28]([F:40])[CH:27]=[CH:26][CH:25]=4)[CH3:21])[N:9]=[C:10]([C:11]3[CH:16]=[CH:15][C:14]([O:17][CH3:18])=[C:13]([NH2:19])[CH:12]=3)[C:3]=12.N1C=CC=CC=1.[CH3:47][S:48](Cl)(=[O:50])=[O:49]. (6) Given the product [CH2:11]([O:10][C:9]1[C:4]([CH2:1][CH3:2])=[C:5]([CH2:18][C:19]([O:21][CH3:22])=[O:20])[CH:6]=[C:7]([O:14][CH2:15][CH:16]=[CH2:17])[CH:8]=1)[CH:12]=[CH2:13], predict the reactants needed to synthesize it. The reactants are: [C:1]([C:4]1[C:9]([O:10][CH2:11][CH:12]=[CH2:13])=[CH:8][C:7]([O:14][CH2:15][CH:16]=[CH2:17])=[CH:6][C:5]=1[CH2:18][C:19]([O:21][CH3:22])=[O:20])(=O)[CH3:2].C([SiH](CC)CC)C.C(=O)([O-])O.[Na+]. (7) Given the product [CH2:1]([N:3]1[C:7]2[N:8]=[C:9]([C:18]3[CH:23]=[CH:22][C:21]([NH:24][C:25]([NH:27][C:28]4[CH:29]=[CH:30][C:31]([C:34]([OH:36])=[O:35])=[N:32][CH:33]=4)=[O:26])=[CH:20][CH:19]=3)[N:10]=[C:11]([N:12]3[CH2:17][CH2:16][O:15][CH2:14][CH2:13]3)[C:6]=2[N:5]=[N:4]1)[CH3:2], predict the reactants needed to synthesize it. The reactants are: [CH2:1]([N:3]1[C:7]2[N:8]=[C:9]([C:18]3[CH:23]=[CH:22][C:21]([NH:24][C:25]([NH:27][C:28]4[CH:29]=[CH:30][C:31]([C:34]([O:36]C)=[O:35])=[N:32][CH:33]=4)=[O:26])=[CH:20][CH:19]=3)[N:10]=[C:11]([N:12]3[CH2:17][CH2:16][O:15][CH2:14][CH2:13]3)[C:6]=2[N:5]=[N:4]1)[CH3:2].[OH-].[Na+].Cl.